Task: Predict the reactants needed to synthesize the given product.. Dataset: Full USPTO retrosynthesis dataset with 1.9M reactions from patents (1976-2016) Given the product [C:1]([CH:3]1[CH2:8][CH2:7][N:6]([C:9]([C@H:11]([NH:16][C:17]([C:19]2[C:27]3[C:22](=[N:23][CH:24]=[C:25]([C:41]4[C:40]5[C:44](=[CH:45][CH:46]=[C:38]([Cl:37])[CH:39]=5)[N:43]([CH3:47])[N:42]=4)[N:26]=3)[N:21]([CH2:29][O:30][CH2:31][CH2:32][Si:33]([CH3:36])([CH3:35])[CH3:34])[CH:20]=2)=[O:18])[C:12]([CH3:15])([CH3:14])[CH3:13])=[O:10])[CH2:5][CH2:4]1)#[N:2], predict the reactants needed to synthesize it. The reactants are: [C:1]([CH:3]1[CH2:8][CH2:7][N:6]([C:9]([C@H:11]([NH:16][C:17]([C:19]2[C:27]3[C:22](=[N:23][CH:24]=[C:25](Br)[N:26]=3)[N:21]([CH2:29][O:30][CH2:31][CH2:32][Si:33]([CH3:36])([CH3:35])[CH3:34])[CH:20]=2)=[O:18])[C:12]([CH3:15])([CH3:14])[CH3:13])=[O:10])[CH2:5][CH2:4]1)#[N:2].[Cl:37][C:38]1[CH:39]=[C:40]2[C:44](=[CH:45][CH:46]=1)[N:43]([CH3:47])[N:42]=[C:41]2[Sn](CCCC)(CCCC)CCCC.